From a dataset of CYP2D6 inhibition data for predicting drug metabolism from PubChem BioAssay. Regression/Classification. Given a drug SMILES string, predict its absorption, distribution, metabolism, or excretion properties. Task type varies by dataset: regression for continuous measurements (e.g., permeability, clearance, half-life) or binary classification for categorical outcomes (e.g., BBB penetration, CYP inhibition). Dataset: cyp2d6_veith. (1) The drug is Cc1ccc(OCC(=O)Nc2ccc(S(=O)(=O)Nc3onc(C)c3C)cc2)cc1. The result is 0 (non-inhibitor). (2) The molecule is O=C(c1csnn1)N1CCC2(CC1)CN(Cc1ccncc1)C2. The result is 1 (inhibitor).